Task: Predict the reaction yield, written as a fraction of the theoretical maximum amount of product (1.0 means a 100% yield; for example, 0.34 means a 34% yield).. Dataset: Reaction yield outcomes from USPTO patents with 853,638 reactions The product is [CH3:1][N:2]1[C:6]2=[N:7][CH:8]=[CH:9][CH:10]=[C:5]2[CH:4]=[C:3]1[B:25]1[O:29][C:28]([CH3:31])([CH3:30])[C:27]([CH3:33])([CH3:32])[O:26]1. The reactants are [CH3:1][N:2]1[C:6]2=[N:7][CH:8]=[CH:9][CH:10]=[C:5]2[CH:4]=[CH:3]1.C1COCC1.C([Li])CCC.C(O[B:25]1[O:29][C:28]([CH3:31])([CH3:30])[C:27]([CH3:33])([CH3:32])[O:26]1)(C)C. The catalyst is C(Cl)Cl. The yield is 0.110.